Dataset: Catalyst prediction with 721,799 reactions and 888 catalyst types from USPTO. Task: Predict which catalyst facilitates the given reaction. Reactant: [Si:1]([O:8][CH2:9][C:10]1[CH:15]=[C:14]([CH2:16][CH3:17])[N:13]=[C:12]([NH:18]C(=O)OC(C)(C)C)[CH:11]=1)([C:4]([CH3:7])([CH3:6])[CH3:5])([CH3:3])[CH3:2].C(N(C(C)C)C(C)C)C.C([O-])(O)=O.[Na+].C(O)(=O)C. Product: [Si:1]([O:8][CH2:9][C:10]1[CH:15]=[C:14]([CH2:16][CH3:17])[N:13]=[C:12]([NH2:18])[CH:11]=1)([C:4]([CH3:7])([CH3:6])[CH3:5])([CH3:3])[CH3:2]. The catalyst class is: 61.